From a dataset of Reaction yield outcomes from USPTO patents with 853,638 reactions. Predict the reaction yield, written as a fraction of the theoretical maximum amount of product (1.0 means a 100% yield; for example, 0.34 means a 34% yield). (1) The reactants are [N:1]1([C:7]2[C:8]3[N:28]=[C:27]([CH2:29][N:30]4[CH2:35][CH2:34][N:33]([C:36]([CH3:41])([CH3:40])[C:37]([NH2:39])=[O:38])[CH2:32][CH2:31]4)[S:26][C:9]=3[N:10]=[C:11]([Sn](CCCC)(CCCC)CCCC)[N:12]=2)[CH2:6][CH2:5][O:4][CH2:3][CH2:2]1.Br[C:43]1[CH:48]=[N:47][CH:46]=[C:45]2[NH:49][CH:50]=[CH:51][C:44]=12. The catalyst is O1CCOCC1.C1C=CC([P]([Pd]([P](C2C=CC=CC=2)(C2C=CC=CC=2)C2C=CC=CC=2)([P](C2C=CC=CC=2)(C2C=CC=CC=2)C2C=CC=CC=2)[P](C2C=CC=CC=2)(C2C=CC=CC=2)C2C=CC=CC=2)(C2C=CC=CC=2)C2C=CC=CC=2)=CC=1.[Cu]I. The product is [CH3:41][C:36]([N:33]1[CH2:34][CH2:35][N:30]([CH2:29][C:27]2[S:26][C:9]3[N:10]=[C:11]([C:43]4[CH:48]=[N:47][CH:46]=[C:45]5[NH:49][CH:50]=[CH:51][C:44]=45)[N:12]=[C:7]([N:1]4[CH2:6][CH2:5][O:4][CH2:3][CH2:2]4)[C:8]=3[N:28]=2)[CH2:31][CH2:32]1)([CH3:40])[C:37]([NH2:39])=[O:38]. The yield is 0.100. (2) The reactants are [CH3:1][O:2][C:3]1[CH:8]=[CH:7][C:6]([S:9](Cl)(=[O:11])=[O:10])=[CH:5][CH:4]=1.[NH:13]1[C:21]2[C:16](=[CH:17][CH:18]=[CH:19][CH:20]=2)[CH:15]=[CH:14]1. No catalyst specified. The product is [CH3:1][O:2][C:3]1[CH:8]=[CH:7][C:6]([S:9]([N:13]2[C:21]3[C:16](=[CH:17][CH:18]=[CH:19][CH:20]=3)[CH:15]=[CH:14]2)(=[O:11])=[O:10])=[CH:5][CH:4]=1. The yield is 0.950. (3) The reactants are [CH:1]([C:3]1[CH:28]=[CH:27][C:6]([C:7]([NH:9][C:10]2[S:11][C:12]3[C:18]([C:19]4[CH:24]=[CH:23][CH:22]=[CH:21][CH:20]=4)=[CH:17][CH:16]=[C:15]([O:25][CH3:26])[C:13]=3[N:14]=2)=[O:8])=[CH:5][CH:4]=1)=[O:2].[BH4-].[Na+].O.Cl. The catalyst is C1COCC1. The product is [OH:2][CH2:1][C:3]1[CH:28]=[CH:27][C:6]([C:7]([NH:9][C:10]2[S:11][C:12]3[C:18]([C:19]4[CH:24]=[CH:23][CH:22]=[CH:21][CH:20]=4)=[CH:17][CH:16]=[C:15]([O:25][CH3:26])[C:13]=3[N:14]=2)=[O:8])=[CH:5][CH:4]=1. The yield is 0.770. (4) The reactants are [C:1]([O:5][C:6]([NH:8][C@@H:9]1[CH2:14][CH2:13][CH2:12][N:11]([C:15]2[C:20]([CH:21]=[CH2:22])=[CH:19][N:18]=[C:17]3[N:23]([C:32]([O:34][C:35]([CH3:38])([CH3:37])[CH3:36])=[O:33])[CH:24]=[C:25]([NH:26][C:27]([CH:29]4[CH2:31][CH2:30]4)=[O:28])[C:16]=23)[CH2:10]1)=[O:7])([CH3:4])([CH3:3])[CH3:2].CC#N.O. The catalyst is C(O)C.[Pd]. The product is [C:1]([O:5][C:6]([NH:8][C@@H:9]1[CH2:14][CH2:13][CH2:12][N:11]([C:15]2[C:20]([CH2:21][CH3:22])=[CH:19][N:18]=[C:17]3[N:23]([C:32]([O:34][C:35]([CH3:36])([CH3:38])[CH3:37])=[O:33])[CH:24]=[C:25]([NH:26][C:27]([CH:29]4[CH2:31][CH2:30]4)=[O:28])[C:16]=23)[CH2:10]1)=[O:7])([CH3:4])([CH3:2])[CH3:3]. The yield is 0.460. (5) The reactants are [N+:1]([C:4]1[CH:12]=[CH:11][CH:10]=[C:9]2[C:5]=1[C:6](=[O:14])[NH:7][C:8]2=[O:13])([O-:3])=[O:2].[OH-:15].[Na+].Cl. The catalyst is O. The product is [N+:1]([C:4]1[CH:12]=[CH:11][CH:10]=[C:9]([C:8]([NH2:7])=[O:13])[C:5]=1[C:6]([OH:14])=[O:15])([O-:3])=[O:2]. The yield is 0.960. (6) The reactants are [CH2:1]([N:3]([C:12]1[CH:17]=[C:16]([O:18][CH3:19])[CH:15]=[CH:14][C:13]=1[N+:20]([O-])=O)[C:4](=[O:11])[CH2:5][C:6](OCC)=[O:7])[CH3:2].[O-]CC.[Na+]. The catalyst is [C].[Pd].C(O)C. The product is [CH2:1]([N:3]1[C:4](=[O:11])[CH2:5][C:6](=[O:7])[NH:20][C:13]2[CH:14]=[CH:15][C:16]([O:18][CH3:19])=[CH:17][C:12]1=2)[CH3:2]. The yield is 0.500. (7) The reactants are [C:1]1([C:21]2[CH:26]=[CH:25][CH:24]=[CH:23][CH:22]=2)[CH:6]=[CH:5][C:4]([C:7]([N:9]2[CH2:13][C:12](=[N:14][O:15][CH3:16])[CH2:11][C@H:10]2[C:17](=[N:19][OH:20])[NH2:18])=[O:8])=[CH:3][CH:2]=1.[C:27]([O:31][C:32]([N:34]1[CH2:39][CH2:38][N:37]([CH2:40][CH2:41][C:42](O)=O)[CH2:36][CH2:35]1)=[O:33])([CH3:30])([CH3:29])[CH3:28]. No catalyst specified. The product is [C:1]1([C:21]2[CH:26]=[CH:25][CH:24]=[CH:23][CH:22]=2)[CH:2]=[CH:3][C:4]([C:7]([N:9]2[CH2:13][C:12](=[N:14][O:15][CH3:16])[CH2:11][C@H:10]2[C:17]2[N:18]=[C:42]([CH2:41][CH2:40][N:37]3[CH2:38][CH2:39][N:34]([C:32]([O:31][C:27]([CH3:28])([CH3:30])[CH3:29])=[O:33])[CH2:35][CH2:36]3)[O:20][N:19]=2)=[O:8])=[CH:5][CH:6]=1. The yield is 0.700. (8) The reactants are [C:1]([C:4]1[CH:5]=[C:6]([Cl:21])[C:7]([CH3:20])=[C:8]([C:18]#N)[C:9]=1[C:10]1[CH:15]=[C:14]([F:16])[CH:13]=[C:12]([F:17])[CH:11]=1)(=[O:3])[CH3:2].[H-].C([Al+]CC(C)C)C(C)C.CCCCCC.Cl.[OH2:39]. The catalyst is C(Cl)Cl. The product is [Cl:21][C:6]1[C:7]([CH3:20])=[C:8]([CH:18]=[O:39])[C:9]([C:10]2[CH:15]=[C:14]([F:16])[CH:13]=[C:12]([F:17])[CH:11]=2)=[C:4]([CH:1]([OH:3])[CH3:2])[CH:5]=1. The yield is 0.970. (9) The reactants are N(C(OCC)=O)=NC(OCC)=O.[Br:13][C:14]1[CH:33]=[CH:32][C:17]([NH:18][C:19]2[C:28]3[C:23](=[CH:24][C:25]([OH:31])=[C:26]([O:29][CH3:30])[CH:27]=3)[N:22]=[CH:21][N:20]=2)=[C:16]([F:34])[CH:15]=1.[N:35]1([CH2:40]/[CH:41]=[CH:42]/[CH2:43]O)[CH2:39][CH2:38][CH2:37][CH2:36]1.C1(P(C2C=CC=CC=2)C2C=CC=CC=2)C=CC=CC=1.C(Cl)[Cl:65]. No catalyst specified. The product is [ClH:65].[Br:13][C:14]1[CH:33]=[CH:32][C:17]([NH:18][C:19]2[C:28]3[C:23](=[CH:24][C:25]([O:31][CH2:43]/[CH:42]=[CH:41]/[CH2:40][N:35]4[CH2:39][CH2:38][CH2:37][CH2:36]4)=[C:26]([O:29][CH3:30])[CH:27]=3)[N:22]=[CH:21][N:20]=2)=[C:16]([F:34])[CH:15]=1. The yield is 0.320. (10) The reactants are [Br:1][C:2]1[CH:3]=[C:4]([C:8]2([CH3:15])[CH2:12][O:11][S:10](=[O:14])(=[O:13])[NH:9]2)[CH:5]=[CH:6][CH:7]=1.[CH2:16](I)[CH:17]=[CH2:18].[OH-].[Na+]. The catalyst is C(Cl)Cl. The product is [CH2:18]([N:9]1[C:8]([C:4]2[CH:5]=[CH:6][CH:7]=[C:2]([Br:1])[CH:3]=2)([CH3:15])[CH2:12][O:11][S:10]1(=[O:14])=[O:13])[CH:17]=[CH2:16]. The yield is 1.00.